Dataset: Reaction yield outcomes from USPTO patents with 853,638 reactions. Task: Predict the reaction yield, written as a fraction of the theoretical maximum amount of product (1.0 means a 100% yield; for example, 0.34 means a 34% yield). (1) The reactants are [Br:1][C:2]1[C:11]2[C:6](=[CH:7][C:8]([O:12][CH3:13])=[CH:9][CH:10]=2)[CH:5]=[CH:4][C:3]=1[OH:14].C([O-])([O-])=O.[K+].[K+].[CH2:21](Cl)[O:22][CH3:23]. The catalyst is CO.C1COCC1. The product is [Br:1][C:2]1[C:11]2[C:6](=[CH:7][C:8]([O:12][CH3:13])=[CH:9][CH:10]=2)[CH:5]=[CH:4][C:3]=1[O:14][CH2:21][O:22][CH3:23]. The yield is 0.560. (2) The reactants are [CH:1]1([CH2:6][CH:7]([C:11]2[CH:16]=[CH:15][C:14]([S:17][CH3:18])=[C:13]([C:19]([F:22])([F:21])[F:20])[CH:12]=2)[C:8]([OH:10])=[O:9])[CH2:5][CH2:4][CH2:3][CH2:2]1.S(=O)(=O)(O)O.[CH2:28](O)[CH3:29]. No catalyst specified. The product is [CH2:28]([O:9][C:8](=[O:10])[CH:7]([C:11]1[CH:16]=[CH:15][C:14]([S:17][CH3:18])=[C:13]([C:19]([F:22])([F:20])[F:21])[CH:12]=1)[CH2:6][CH:1]1[CH2:5][CH2:4][CH2:3][CH2:2]1)[CH3:29]. The yield is 0.948. (3) The reactants are [F:1][C:2]([F:26])([F:25])[S:3]([C:6]1[CH:7]=[C:8]([CH:22]=[CH:23][CH:24]=1)[NH:9][C:10]([C:12]1[CH:21]=[CH:20][C:15]([C:16](OC)=[O:17])=[CH:14][CH:13]=1)=[O:11])(=[O:5])=[O:4].O.[NH2:28][NH2:29]. The catalyst is CCO. The product is [NH:28]([C:16]([C:15]1[CH:20]=[CH:21][C:12]([C:10]([NH:9][C:8]2[CH:22]=[CH:23][CH:24]=[C:6]([S:3]([C:2]([F:26])([F:25])[F:1])(=[O:5])=[O:4])[CH:7]=2)=[O:11])=[CH:13][CH:14]=1)=[O:17])[NH2:29]. The yield is 0.630. (4) The reactants are Cl.Cl.[Cl:3][C:4]1[C:5]([F:31])=[C:6]([NH:11][C:12]2[C:21]3[C:16](=[CH:17][C:18]([O:29][CH3:30])=[C:19]([O:22][CH:23]4[CH2:28][CH2:27][NH:26][CH2:25][CH2:24]4)[CH:20]=3)[N:15]=[CH:14][N:13]=2)[CH:7]=[CH:8][C:9]=1[Cl:10].C(=O)([O-])O.[Na+].O.[Cl-].[O:39]1C[CH2:42][CH2:41][CH2:40]1. The catalyst is CC(C)=O. The product is [Cl:3][C:4]1[C:5]([F:31])=[C:6]([NH:11][C:12]2[C:21]3[C:16](=[CH:17][C:18]([O:29][CH3:30])=[C:19]([O:22][CH:23]4[CH2:24][CH2:25][N:26]([C:40](=[O:39])[CH:41]=[CH2:42])[CH2:27][CH2:28]4)[CH:20]=3)[N:15]=[CH:14][N:13]=2)[CH:7]=[CH:8][C:9]=1[Cl:10]. The yield is 0.750. (5) The reactants are [CH:1]1([C:4]2[CH:5]=[C:6]([C:18]3[S:22][C:21]([C@@:23]4([OH:35])[CH2:28][CH2:27][C@H:26]([C:29]([O:31]C)=[O:30])[C:25]([CH3:34])([CH3:33])[CH2:24]4)=[N:20][CH:19]=3)[CH:7]=[C:8]([NH:10][C:11]3[N:16]=[C:15]([CH3:17])[CH:14]=[CH:13][N:12]=3)[CH:9]=2)[CH2:3][CH2:2]1.[OH-].[Na+].Cl.CO.O. The catalyst is O1CCCC1.CO.O.C(O)(C)C.C(Cl)(Cl)Cl.[Cl-].[Na+].O. The product is [CH:1]1([C:4]2[CH:5]=[C:6]([C:18]3[S:22][C:21]([C@@:23]4([OH:35])[CH2:28][CH2:27][C@H:26]([C:29]([OH:31])=[O:30])[C:25]([CH3:33])([CH3:34])[CH2:24]4)=[N:20][CH:19]=3)[CH:7]=[C:8]([NH:10][C:11]3[N:16]=[C:15]([CH3:17])[CH:14]=[CH:13][N:12]=3)[CH:9]=2)[CH2:3][CH2:2]1. The yield is 0.840.